Dataset: Peptide-MHC class II binding affinity with 134,281 pairs from IEDB. Task: Regression. Given a peptide amino acid sequence and an MHC pseudo amino acid sequence, predict their binding affinity value. This is MHC class II binding data. (1) The peptide sequence is MSQIMYNYPAMRAHA. The MHC is HLA-DQA10501-DQB10201 with pseudo-sequence HLA-DQA10501-DQB10201. The binding affinity (normalized) is 0.250. (2) The peptide sequence is LRNPGYALVAAVIGWML. The MHC is DRB1_0404 with pseudo-sequence DRB1_0404. The binding affinity (normalized) is 0.133.